This data is from Reaction yield outcomes from USPTO patents with 853,638 reactions. The task is: Predict the reaction yield, written as a fraction of the theoretical maximum amount of product (1.0 means a 100% yield; for example, 0.34 means a 34% yield). (1) The reactants are C(O[C:4]([CH:6]1[CH2:11][CH2:10][N:9]([C:12]([O:14][C:15]([CH3:18])([CH3:17])[CH3:16])=[O:13])[CH2:8][CH2:7]1)=[O:5])C.[C:19]([O:22][CH2:23][CH3:24])(=[O:21])[CH3:20].CC(C)([O-])C.[K+].O. The catalyst is CN(C=O)C. The yield is 0.470. The product is [C:15]([O:14][C:12]([N:9]1[CH2:8][CH2:7][CH:6]([C:4](=[O:5])[CH2:20][C:19]([O:22][CH2:23][CH3:24])=[O:21])[CH2:11][CH2:10]1)=[O:13])([CH3:16])([CH3:17])[CH3:18]. (2) The reactants are Cl.[NH2:2][C@H:3]1[CH2:7][CH2:6][C@@H:5]([C:8]([O:10][CH3:11])=[O:9])[CH2:4]1.[Cl:12][C:13]1[CH:25]=[CH:24][C:16]([N:17]([CH2:21][CH2:22]Cl)[CH2:18][CH2:19]Cl)=[CH:15][CH:14]=1.C(=O)([O-])O.[Na+].[I-].[K+]. The catalyst is C(O)CCC. The product is [Cl:12][C:13]1[CH:25]=[CH:24][C:16]([N:17]2[CH2:21][CH2:22][N:2]([C@H:3]3[CH2:7][CH2:6][C@@H:5]([C:8]([O:10][CH3:11])=[O:9])[CH2:4]3)[CH2:19][CH2:18]2)=[CH:15][CH:14]=1. The yield is 0.556. (3) The reactants are [NH2:1][C:2]12[CH2:9][C:6]([CH2:10][OH:11])([CH2:7][CH2:8]1)[CH2:5][CH2:4][CH2:3]2.[N:12]1[CH:17]=[CH:16][N:15]=[CH:14][C:13]=1[C:18](O)=[O:19].CCN(C(C)C)C(C)C.CN(C(ON1N=NC2C=CC=NC1=2)=[N+](C)C)C.F[P-](F)(F)(F)(F)F. The catalyst is CN(C=O)C. The product is [OH:11][CH2:10][C:6]12[CH2:9][C:2]([NH:1][C:18]([C:13]3[CH:14]=[N:15][CH:16]=[CH:17][N:12]=3)=[O:19])([CH2:8][CH2:7]1)[CH2:3][CH2:4][CH2:5]2. The yield is 1.00. (4) The reactants are [H-].C([Al+]CC(C)C)C(C)C.[CH3:11][O:12][C:13]1[CH:18]=[CH:17][CH:16]=[C:15]([N+:19]([O-:21])=[O:20])[C:14]=1[CH2:22][C:23]([O-])=[O:24].Cl. The catalyst is C1(C)C=CC=CC=1.O1CCCC1. The product is [CH3:11][O:12][C:13]1[CH:18]=[CH:17][CH:16]=[C:15]([N+:19]([O-:21])=[O:20])[C:14]=1[CH2:22][CH2:23][OH:24]. The yield is 0.940. (5) The reactants are [CH3:1][CH2:2][O:3][CH:4]([O:13][CH2:14][CH3:15])[C:5]1[CH:10]=[CH:9][C:8]([CH:11]=O)=[CH:7][CH:6]=1.[O:16]1[CH2:21][CH2:20][N:19]([CH2:22][CH2:23][CH2:24][NH2:25])[CH2:18][CH2:17]1.[BH4-].[Na+]. The catalyst is ClC(Cl)C. The product is [CH2:2]([O:3][CH:4]([O:13][CH2:14][CH3:15])[C:5]1[CH:10]=[CH:9][C:8]([CH2:11][NH:25][CH2:24][CH2:23][CH2:22][N:19]2[CH2:20][CH2:21][O:16][CH2:17][CH2:18]2)=[CH:7][CH:6]=1)[CH3:1]. The yield is 1.00. (6) The reactants are Cl[C:2]1[CH:7]=[C:6]([Cl:8])[N:5]=[CH:4][N:3]=1.[CH3:9][O:10][C:11]1[CH:17]=[C:16]([O:18][CH3:19])[CH:15]=[CH:14][C:12]=1[NH2:13].C(N(CC)C(C)C)(C)C. The catalyst is CC(O)C. The product is [Cl:8][C:6]1[N:5]=[CH:4][N:3]=[C:2]([NH:13][C:12]2[CH:14]=[CH:15][C:16]([O:18][CH3:19])=[CH:17][C:11]=2[O:10][CH3:9])[CH:7]=1. The yield is 0.780. (7) The reactants are [CH3:1][C:2]1[CH:7]=[C:6]([CH3:8])[NH:5][C:4](=[O:9])[C:3]=1[CH2:10][NH:11][C:12]([C:14]1[C:15]2[CH:32]=[N:31][N:30]([CH:33]3[CH2:38][CH2:37][NH:36][CH2:35][CH2:34]3)[C:16]=2[N:17]=[C:18]([C:20]2[CH2:21][C:22]([CH3:29])([CH3:28])[NH:23][C:24]([CH3:27])([CH3:26])[CH:25]=2)[CH:19]=1)=[O:13].[C:39](Cl)(=[O:41])[CH3:40].O.CO.C(Cl)Cl. The catalyst is N1C=CC=CC=1. The product is [C:39]([N:36]1[CH2:37][CH2:38][CH:33]([N:30]2[C:16]3[N:17]=[C:18]([C:20]4[CH2:21][C:22]([CH3:28])([CH3:29])[NH:23][C:24]([CH3:26])([CH3:27])[CH:25]=4)[CH:19]=[C:14]([C:12]([NH:11][CH2:10][C:3]4[C:4](=[O:9])[NH:5][C:6]([CH3:8])=[CH:7][C:2]=4[CH3:1])=[O:13])[C:15]=3[CH:32]=[N:31]2)[CH2:34][CH2:35]1)(=[O:41])[CH3:40]. The yield is 0.300. (8) The reactants are [CH:1]1([N:6]2[C:10]3[N:11]=[C:12]([NH:15][C:16]4[N:21]=[CH:20][C:19]([N:22]5[CH2:27][CH2:26][N:25](C(OC(C)(C)C)=O)[CH2:24][CH2:23]5)=[CH:18][CH:17]=4)[N:13]=[CH:14][C:9]=3[C:8]3[CH:35]=[CH:36][C:37](=[O:40])[N:38]([CH3:39])[C:7]2=3)[CH2:5][CH2:4][CH2:3][CH2:2]1.Cl.CO.C(OCC)C. The catalyst is O1CCOCC1. The product is [CH:1]1([N:6]2[C:10]3[N:11]=[C:12]([NH:15][C:16]4[CH:17]=[CH:18][C:19]([N:22]5[CH2:23][CH2:24][NH:25][CH2:26][CH2:27]5)=[CH:20][N:21]=4)[N:13]=[CH:14][C:9]=3[C:8]3[CH:35]=[CH:36][C:37](=[O:40])[N:38]([CH3:39])[C:7]2=3)[CH2:2][CH2:3][CH2:4][CH2:5]1. The yield is 0.620. (9) The reactants are [CH2:1]([O:3][C:4](=[O:25])[CH2:5][N:6]([C:18]([O:20][C:21]([CH3:24])([CH3:23])[CH3:22])=[O:19])[CH2:7][C:8]1[CH:13]=[C:12]([Cl:14])[CH:11]=[CH:10][C:9]=1[N+:15]([O-])=O)[CH3:2].[H][H]. The catalyst is C(OCC)(=O)C.[Pd].[Br-].[Zn+2].[Br-]. The product is [CH2:1]([O:3][C:4](=[O:25])[CH2:5][N:6]([CH2:7][C:8]1[CH:13]=[C:12]([Cl:14])[CH:11]=[CH:10][C:9]=1[NH2:15])[C:18]([O:20][C:21]([CH3:24])([CH3:22])[CH3:23])=[O:19])[CH3:2]. The yield is 0.955.